From a dataset of Reaction yield outcomes from USPTO patents with 853,638 reactions. Predict the reaction yield, written as a fraction of the theoretical maximum amount of product (1.0 means a 100% yield; for example, 0.34 means a 34% yield). (1) The reactants are [CH3:1][C:2]1[O:3][C:4]([CH3:8])=[C:5]([CH3:7])[N:6]=1.[O:9]=[C:10]1[CH:14]=[CH:13][C:12](=[O:15])[N:11]1[C:16]1[CH:23]=[CH:22][C:19]([C:20]#[N:21])=[C:18]([C:24]([F:27])([F:26])[F:25])[CH:17]=1. The catalyst is C1(C)C=CC=CC=1. The product is [CH3:1][C:2]12[O:3][C:4]([CH3:8])([CH:14]3[C:10](=[O:9])[N:11]([C:16]4[CH:23]=[CH:22][C:19]([C:20]#[N:21])=[C:18]([C:24]([F:25])([F:27])[F:26])[CH:17]=4)[C:12](=[O:15])[CH:13]31)[C:5]([CH3:7])=[N:6]2. The yield is 0.350. (2) The reactants are [H-].[Na+].Cl.[OH:4][NH2:5].[F:6][C:7]1[CH:8]=[C:9]2[C:13](=[CH:14][CH:15]=1)[NH:12][C:11](=[O:16])/[C:10]/2=[CH:17]\[C:18]1[NH:22][C:21]([CH3:23])=[C:20]([C:24]([NH:26][CH2:27][CH2:28][CH2:29][C:30]([O:32]C)=O)=[O:25])[C:19]=1[CH3:34]. The catalyst is CN(C=O)C.CS(C)=O. The product is [OH:4][NH:5][C:30]([CH2:29][CH2:28][CH2:27][NH:26][C:24]([C:20]1[C:19]([CH3:34])=[C:18](/[CH:17]=[C:10]2\[C:11](=[O:16])[NH:12][C:13]3[C:9]\2=[CH:8][C:7]([F:6])=[CH:15][CH:14]=3)[NH:22][C:21]=1[CH3:23])=[O:25])=[O:32]. The yield is 0.105. (3) The reactants are [OH-:1].[Li+].OO.[O-]O.[Li+].C([C@@H]1COC(=O)N1[C:21](=[O:40])[C@@H:22]([C:29]1[CH:34]=[CH:33][C:32]([S:35]([CH3:38])(=[O:37])=[O:36])=[C:31]([Cl:39])[CH:30]=1)[CH2:23][CH:24]1[CH2:28][CH2:27][CH2:26][CH2:25]1)C1C=CC=CC=1. The catalyst is O.O1CCCC1. The product is [Cl:39][C:31]1[CH:30]=[C:29]([C@@H:22]([CH2:23][CH:24]2[CH2:25][CH2:26][CH2:27][CH2:28]2)[C:21]([OH:40])=[O:1])[CH:34]=[CH:33][C:32]=1[S:35]([CH3:38])(=[O:36])=[O:37]. The yield is 0.850. (4) The reactants are Br[C:2]1[S:6][C:5]([C:7]2[CH:12]=[CH:11][C:10]([F:13])=[CH:9][N:8]=2)=[N:4][C:3]=1[C@@H:14]1[CH2:19][CH2:18][C@H:17]([F:20])[CH2:16][C@H:15]1[C:21]([O:23][CH3:24])=[O:22].CC1(C)C(C)(C)OB([C:33]2[CH:38]=[CH:37][C:36]([N:39]3[CH2:44][CH2:43][S:42](=[O:46])(=[O:45])[CH2:41][CH2:40]3)=[CH:35][CH:34]=2)O1.C1C=C(S([O-])(=O)=O)C=C(P(C2C=CC=C(S([O-])(=O)=O)C=2)C2C=CC=C(S([O-])(=O)=O)C=2)C=1.[Na+].[Na+].[Na+].CN(C=O)C. The catalyst is CC([O-])=O.CC([O-])=O.[Pd+2].O. The product is [O:46]=[S:42]1(=[O:45])[CH2:43][CH2:44][N:39]([C:36]2[CH:37]=[CH:38][C:33]([C:2]3[S:6][C:5]([C:7]4[CH:12]=[CH:11][C:10]([F:13])=[CH:9][N:8]=4)=[N:4][C:3]=3[C@@H:14]3[CH2:19][CH2:18][C@H:17]([F:20])[CH2:16][C@H:15]3[C:21]([O:23][CH3:24])=[O:22])=[CH:34][CH:35]=2)[CH2:40][CH2:41]1. The yield is 0.990. (5) The reactants are [C:1]([O:5][C:6]([NH:8][C:9](=[CH:14][CH2:15][O:16][C@@H:17]([C@@H:26]([CH2:39][C:40]1[CH:45]=[CH:44][C:43]([F:46])=[CH:42][CH:41]=1)[C@@H:27]([O:29][CH2:30][C:31]1[CH:36]=[CH:35][C:34]([O:37][CH3:38])=[CH:33][CH:32]=1)[CH3:28])[CH2:18][CH2:19][C:20]1[CH:25]=[CH:24][CH:23]=[CH:22][CH:21]=1)[C:10]([O:12][CH3:13])=[O:11])=[O:7])([CH3:4])([CH3:3])[CH3:2]. The catalyst is [B-](F)(F)(F)F.CC[C@H]1CC[C@H](CC)P1C1C(P2[C@@H](CC)CC[C@@H]2CC)=CC=CC=1.C1CC=CCCC=C1.[Rh].CO. The product is [C:1]([O:5][C:6]([NH:8][C@@H:9]([CH2:14][CH2:15][O:16][C@@H:17]([C@@H:26]([CH2:39][C:40]1[CH:45]=[CH:44][C:43]([F:46])=[CH:42][CH:41]=1)[C@@H:27]([O:29][CH2:30][C:31]1[CH:36]=[CH:35][C:34]([O:37][CH3:38])=[CH:33][CH:32]=1)[CH3:28])[CH2:18][CH2:19][C:20]1[CH:25]=[CH:24][CH:23]=[CH:22][CH:21]=1)[C:10]([O:12][CH3:13])=[O:11])=[O:7])([CH3:2])([CH3:3])[CH3:4]. The yield is 1.00. (6) The reactants are C([O:3][C:4](=O)[CH2:5][C:6]1[C:7]([CH3:12])=[N:8][NH:9][C:10]=1[CH3:11])C.[NH:14]1C=C(CC(O)=O)C=[N:15]1.O.NN. The yield is 0.680. The product is [CH3:12][C:7]1[C:6]([CH2:5][C:4]([NH:14][NH2:15])=[O:3])=[C:10]([CH3:11])[NH:9][N:8]=1. The catalyst is C(O)CCC.